The task is: Predict the reactants needed to synthesize the given product.. This data is from Full USPTO retrosynthesis dataset with 1.9M reactions from patents (1976-2016). Given the product [F:18][CH:2]([F:1])[CH:3]1[C:12]2[C:7](=[CH:8][CH:9]=[CH:10][CH:11]=2)[N:6]([CH:13]([CH3:17])[CH2:14][NH2:16])[CH2:5][CH2:4]1, predict the reactants needed to synthesize it. The reactants are: [F:1][CH:2]([F:18])[CH:3]1[C:12]2[C:7](=[CH:8][CH:9]=[CH:10][CH:11]=2)[N:6]([CH:13]([CH3:17])[C:14]([NH2:16])=O)[CH2:5][CH2:4]1.CSC.B.